This data is from Reaction yield outcomes from USPTO patents with 853,638 reactions. The task is: Predict the reaction yield, written as a fraction of the theoretical maximum amount of product (1.0 means a 100% yield; for example, 0.34 means a 34% yield). (1) The reactants are [C:1]([O:5][C:6]([N:8]1[CH2:13][CH:12]=[C:11](B2OC(C)(C)C(C)(C)O2)[CH2:10][CH2:9]1)=[O:7])([CH3:4])([CH3:3])[CH3:2].C(OC(N1CCC(=O)CC1)=O)(C)(C)C.C([O-])([O-])=O.[K+].[K+].[C:43]1([S:49]([N:52]2[C:56]3=[N:57][CH:58]=[CH:59][C:60](Cl)=[C:55]3[CH:54]=[CH:53]2)(=[O:51])=[O:50])[CH:48]=[CH:47][CH:46]=[CH:45][CH:44]=1. The catalyst is CN(C=O)C.C1C=CC([PH+]([C]2[CH][CH][CH][CH]2)C2C=CC=CC=2)=CC=1.C1C=CC([PH+]([C]2[CH][CH][CH][CH]2)C2C=CC=CC=2)=CC=1.C(Cl)Cl.Cl[Pd]Cl.[Fe]. The product is [C:1]([O:5][C:6]([N:8]1[CH2:13][CH:12]=[C:11]([C:60]2[CH:59]=[CH:58][N:57]=[C:56]3[N:52]([S:49]([C:43]4[CH:44]=[CH:45][CH:46]=[CH:47][CH:48]=4)(=[O:50])=[O:51])[CH:53]=[CH:54][C:55]=23)[CH2:10][CH2:9]1)=[O:7])([CH3:2])([CH3:3])[CH3:4]. The yield is 0.450. (2) The reactants are [NH:1](C(OC(C)(C)C)=O)[C@H:2]([C:8]([O:10]C(C)(C)C)=[O:9])[CH2:3][CH2:4][C:5](=[O:7])O.C1C=C2N=NN(O)C2=CC=1.O.C(N=C=NC(C)C)(C)C.[CH:42]1[C:47]([S:48]([OH:51])(=[O:50])=[O:49])=[C:46]([OH:52])[C:45]([NH2:53])=[CH:44][C:43]=1[Cl:54]. The catalyst is CN(C=O)C.C(N(CC)CC)C. The product is [Cl:54][C:43]1[CH:42]=[C:47]([S:48]([OH:51])(=[O:49])=[O:50])[C:46]([OH:52])=[C:45]([NH:53][C:5](=[O:7])[CH2:4][CH2:3][C@@H:2]([C:8]([OH:10])=[O:9])[NH2:1])[CH:44]=1. The yield is 0.144.